From a dataset of Full USPTO retrosynthesis dataset with 1.9M reactions from patents (1976-2016). Predict the reactants needed to synthesize the given product. (1) Given the product [Cl:19][C:17]1[CH:16]=[N:15][C:4]2[N:5]=[C:6]([N:8]3[CH2:13][CH2:12][N:11]([CH3:14])[CH2:10][CH2:9]3)[N:7]=[C:2]([NH:21][NH2:22])[C:3]=2[CH:18]=1, predict the reactants needed to synthesize it. The reactants are: Cl[C:2]1[C:3]2[CH:18]=[C:17]([Cl:19])[CH:16]=[N:15][C:4]=2[N:5]=[C:6]([N:8]2[CH2:13][CH2:12][N:11]([CH3:14])[CH2:10][CH2:9]2)[N:7]=1.O.[NH2:21][NH2:22]. (2) Given the product [CH2:14]([O:16][C:17]([C:19]1([C:22]2[CH:27]=[CH:26][C:25]([C:2]3[CH:7]=[CH:6][C:5]([C:8]4[O:12][N:11]=[C:10]([CH3:13])[CH:9]=4)=[CH:4][CH:3]=3)=[CH:24][CH:23]=2)[CH2:20][CH2:21]1)=[O:18])[CH3:15], predict the reactants needed to synthesize it. The reactants are: Br[C:2]1[CH:7]=[CH:6][C:5]([C:8]2[O:12][N:11]=[C:10]([CH3:13])[CH:9]=2)=[CH:4][CH:3]=1.[CH2:14]([O:16][C:17]([C:19]1([C:22]2[CH:27]=[CH:26][C:25](B3OC(C)(C)C(C)(C)O3)=[CH:24][CH:23]=2)[CH2:21][CH2:20]1)=[O:18])[CH3:15]. (3) Given the product [CH:2]([C:3]1[N:7]([CH2:8][O:9][CH2:10][CH2:11][Si:12]([CH3:15])([CH3:14])[CH3:13])[CH:6]=[N:5][C:4]=1[C:16]1[CH:23]=[CH:22][C:19]([C:20]#[N:21])=[CH:18][CH:17]=1)=[O:1], predict the reactants needed to synthesize it. The reactants are: [OH:1][CH2:2][C:3]1[N:7]([CH2:8][O:9][CH2:10][CH2:11][Si:12]([CH3:15])([CH3:14])[CH3:13])[CH:6]=[N:5][C:4]=1[C:16]1[CH:23]=[CH:22][C:19]([C:20]#[N:21])=[CH:18][CH:17]=1. (4) Given the product [CH3:1][O:2][C:3]1[N:4]=[C:5]2[C:10](=[CH:11][CH:12]=1)[N:9]=[CH:8][CH:7]=[C:6]2[O:13][S:24]([C:23]([F:36])([F:35])[F:22])(=[O:26])=[O:25], predict the reactants needed to synthesize it. The reactants are: [CH3:1][O:2][C:3]1[N:4]=[C:5]2[C:10](=[CH:11][CH:12]=1)[NH:9][CH:8]=[CH:7][C:6]2=[O:13].N1C(C)=CC=CC=1C.[F:22][C:23]([F:36])([F:35])[S:24](O[S:24]([C:23]([F:36])([F:35])[F:22])(=[O:26])=[O:25])(=[O:26])=[O:25]. (5) Given the product [C:1]([O:4][CH2:5][C:6]1[C:7]([N:21]2[N:30]=[CH:29][C:28]3[C:23](=[C:24]([F:35])[CH:25]=[C:26]([C:31]([CH3:34])([CH3:33])[CH3:32])[CH:27]=3)[C:22]2=[O:36])=[N:8][CH:9]=[CH:10][C:11]=1[C:38]1[CH:39]=[C:40]([NH:46][C:47]2[CH:51]=[C:50]([CH3:52])[O:49][N:48]=2)[C:41](=[O:45])[N:42]([CH3:44])[CH:43]=1)(=[O:3])[CH3:2], predict the reactants needed to synthesize it. The reactants are: [C:1]([O:4][CH2:5][C:6]1[C:7]([N:21]2[N:30]=[CH:29][C:28]3[C:23](=[C:24]([F:35])[CH:25]=[C:26]([C:31]([CH3:34])([CH3:33])[CH3:32])[CH:27]=3)[C:22]2=[O:36])=[N:8][CH:9]=[CH:10][C:11]=1B1OC(C)(C)C(C)(C)O1)(=[O:3])[CH3:2].Br[C:38]1[CH:39]=[C:40]([NH:46][C:47]2[CH:51]=[C:50]([CH3:52])[O:49][N:48]=2)[C:41](=[O:45])[N:42]([CH3:44])[CH:43]=1.[O-]P([O-])([O-])=O.[K+].[K+].[K+].C([O-])(=O)C.[Na+]. (6) Given the product [CH:2]1[C:7]2[C:2]3=[C:3]4[C:2](=[CH:3][CH:5]=2)[CH:11]=[CH:9][CH:7]=[C:5]4[CH:11]=[CH:9][C:7]3=[CH:5][CH:3]=1, predict the reactants needed to synthesize it. The reactants are: O=[C:2]1O[C@H:7]([C@H:9]([CH2:11]O)O)[C:5]([O-])=[C:3]1O.[Na+]. (7) Given the product [ClH:1].[ClH:1].[ClH:1].[NH2:27][CH2:26][CH2:25][NH:28][CH2:19][C@@H:18]([NH2:20])[CH2:9][C:8]1[CH:7]=[CH:6][C:5]([N+:2]([O-:4])=[O:3])=[CH:17][CH:16]=1, predict the reactants needed to synthesize it. The reactants are: [ClH:1].[N+:2]([C:5]1[CH:17]=[CH:16][C:8]([CH2:9]N[C@H](C(O)=O)C)=[CH:7][CH:6]=1)([O-:4])=[O:3].[CH2:18]([N:20](CC)CC)[CH3:19].[CH2:25]([NH2:28])[CH2:26][NH2:27]. (8) Given the product [NH2:30][C:24]1([C:22]([NH:21][C@H:3]([C:1]#[N:2])[CH2:4][C:5]2[CH:6]=[CH:7][C:8]([C:11]3[CH:12]=[CH:13][C:14]4[O:18][C:17](=[O:19])[NH:16][C:15]=4[CH:20]=3)=[CH:9][CH:10]=2)=[O:23])[CH2:25][CH2:26][O:27][CH2:28][CH2:29]1, predict the reactants needed to synthesize it. The reactants are: [C:1]([C@@H:3]([NH:21][C:22]([C:24]1([NH:30]C(=O)OC(C)(C)C)[CH2:29][CH2:28][O:27][CH2:26][CH2:25]1)=[O:23])[CH2:4][C:5]1[CH:10]=[CH:9][C:8]([C:11]2[CH:12]=[CH:13][C:14]3[O:18][C:17](=[O:19])[NH:16][C:15]=3[CH:20]=2)=[CH:7][CH:6]=1)#[N:2].N. (9) Given the product [NH2:1][C@H:2]([C:5]([OH:7])=[O:6])[CH2:3][NH2:4].[OH:30][C:24]([C:26]([F:29])([F:28])[F:27])=[O:25].[NH2:15][CH2:16][CH2:17][C:18]1[CH:19]=[N:20][CH:21]=[CH:22][CH:23]=1, predict the reactants needed to synthesize it. The reactants are: [NH:1](C(OC(C)(C)C)=O)[C@H:2]([C:5]([OH:7])=[O:6])[CH2:3][NH2:4].[NH2:15][CH2:16][CH2:17][C:18]1[CH:19]=[N:20][CH:21]=[CH:22][CH:23]=1.[C:24]([OH:30])([C:26]([F:29])([F:28])[F:27])=[O:25].